From a dataset of Full USPTO retrosynthesis dataset with 1.9M reactions from patents (1976-2016). Predict the reactants needed to synthesize the given product. (1) Given the product [C:1]([O:5][C:6]([N:8]1[CH2:12][CH2:11][CH:10]([O:13][CH2:14][C:15]2[CH:20]=[CH:19][C:18]([NH2:21])=[CH:17][CH:16]=2)[CH2:9]1)=[O:7])([CH3:4])([CH3:2])[CH3:3], predict the reactants needed to synthesize it. The reactants are: [C:1]([O:5][C:6]([N:8]1[CH2:12][CH2:11][CH:10]([O:13][CH2:14][C:15]2[CH:20]=[CH:19][C:18]([N+:21]([O-])=O)=[CH:17][CH:16]=2)[CH2:9]1)=[O:7])([CH3:4])([CH3:3])[CH3:2]. (2) Given the product [F:27][C:28]([F:33])([F:32])[C:29]([OH:31])=[O:30].[F:41][C:42]1[CH:47]=[CH:46][C:45]([NH:48][C:6]([N:8]2[CH2:9][CH2:10][N:11]([C:14]3[C:23]4[C:18](=[CH:19][C:20]([N+:24]([O-:26])=[O:25])=[CH:21][CH:22]=4)[N:17]=[CH:16][CH:15]=3)[CH2:12][CH2:13]2)=[O:7])=[CH:44][CH:43]=1, predict the reactants needed to synthesize it. The reactants are: C(O[C:6]([N:8]1[CH2:13][CH2:12][N:11]([C:14]2[C:23]3[C:18](=[CH:19][C:20]([N+:24]([O-:26])=[O:25])=[CH:21][CH:22]=3)[N:17]=[CH:16][CH:15]=2)[CH2:10][CH2:9]1)=[O:7])(C)(C)C.[F:27][C:28]([F:33])([F:32])[C:29]([OH:31])=[O:30].C(N(CC)CC)C.[F:41][C:42]1[CH:47]=[CH:46][C:45]([N:48]=C=O)=[CH:44][CH:43]=1. (3) Given the product [O:10]=[C:4]1[CH:5]=[C:6]([NH:11][C:12]2[CH:19]=[CH:18][C:15]([C:16]#[N:17])=[C:14]([C:20]([F:21])([F:22])[F:23])[CH:13]=2)[CH2:7][CH2:8][C:3]21[CH2:1][CH2:2]2, predict the reactants needed to synthesize it. The reactants are: [CH2:1]1[C:3]2([CH2:8][CH2:7][C:6](=O)[CH2:5][C:4]2=[O:10])[CH2:2]1.[NH2:11][C:12]1[CH:19]=[CH:18][C:15]([C:16]#[N:17])=[C:14]([C:20]([F:23])([F:22])[F:21])[CH:13]=1.C1(C)C=CC(S(O)(=O)=O)=CC=1. (4) Given the product [Cl:9][C:10]1[NH:11][CH:12]=[C:13]([N+:7]([O-:8])=[O:6])[N:14]=1, predict the reactants needed to synthesize it. The reactants are: F[B-](F)(F)F.[O:6]=[N+:7]=[O:8].[Cl:9][C:10]1[NH:11][CH:12]=[CH:13][N:14]=1.C(=O)([O-])O.[Na+].Cl. (5) Given the product [C:1]([O:5][C:6](=[O:20])[NH:7][C@H:8]([C:17](=[O:19])[NH2:18])[CH2:9][C:10]1[CH:11]=[CH:12][C:13]([O:16][CH2:29][C:28]#[CH:27])=[CH:14][CH:15]=1)([CH3:4])([CH3:2])[CH3:3], predict the reactants needed to synthesize it. The reactants are: [C:1]([O:5][C:6](=[O:20])[NH:7][C@H:8]([C:17](=[O:19])[NH2:18])[CH2:9][C:10]1[CH:15]=[CH:14][C:13]([OH:16])=[CH:12][CH:11]=1)([CH3:4])([CH3:3])[CH3:2].C(=O)([O-])[O-].[K+].[K+].[CH2:27](Br)[C:28]#[CH:29].S([O-])(O)(=O)=O.[Na+]. (6) Given the product [CH:38]1([NH:41][C:2]2[C:3]3[C:10]([C:11]([C:13]4[C:14]([F:33])=[C:15]([NH:20][S:21]([C:24]5[CH:25]=[CH:26][C:27]([CH2:30][CH2:31][CH3:32])=[CH:28][CH:29]=5)(=[O:22])=[O:23])[CH:16]=[CH:17][C:18]=4[F:19])=[O:12])=[CH:9][NH:8][C:4]=3[N:5]=[CH:6][N:7]=2)[CH2:40][CH2:39]1, predict the reactants needed to synthesize it. The reactants are: Cl[C:2]1[C:3]2[C:10]([C:11]([C:13]3[C:14]([F:33])=[C:15]([NH:20][S:21]([C:24]4[CH:29]=[CH:28][C:27]([CH2:30][CH2:31][CH3:32])=[CH:26][CH:25]=4)(=[O:23])=[O:22])[CH:16]=[CH:17][C:18]=3[F:19])=[O:12])=[CH:9][NH:8][C:4]=2[N:5]=[CH:6][N:7]=1.C(O)(C)C.[CH:38]1([NH2:41])[CH2:40][CH2:39]1.O. (7) Given the product [C:36]([C:33]1[CH:34]=[CH:35][C:30]([CH2:29][N:12]([CH2:11][C:10]2[CH:38]=[CH:39][C:7]([O:6][C:5]3[CH:40]=[CH:41][C:2]([NH:1][C:59](=[O:65])[CH2:60][C:61]([O:63][CH3:64])=[O:62])=[C:3]([O:42][CH2:43][CH2:44][C:45]4[CH:46]=[N:47][CH:48]=[CH:49][CH:50]=4)[CH:4]=3)=[CH:8][CH:9]=2)[C:13]2[CH:18]=[CH:17][CH:16]=[C:15]([N:19]([S:24]([CH3:27])(=[O:25])=[O:26])[S:20]([CH3:23])(=[O:21])=[O:22])[C:14]=2[CH3:28])=[CH:31][CH:32]=1)#[N:37], predict the reactants needed to synthesize it. The reactants are: [NH2:1][C:2]1[CH:41]=[CH:40][C:5]([O:6][C:7]2[CH:39]=[CH:38][C:10]([CH2:11][N:12]([CH2:29][C:30]3[CH:35]=[CH:34][C:33]([C:36]#[N:37])=[CH:32][CH:31]=3)[C:13]3[C:14]([CH3:28])=[C:15]([N:19]([S:24]([CH3:27])(=[O:26])=[O:25])[S:20]([CH3:23])(=[O:22])=[O:21])[CH:16]=[CH:17][CH:18]=3)=[CH:9][CH:8]=2)=[CH:4][C:3]=1[O:42][CH2:43][CH2:44][C:45]1[CH:46]=[N:47][CH:48]=[CH:49][CH:50]=1.C(N(CC)CC)C.Cl[C:59](=[O:65])[CH2:60][C:61]([O:63][CH3:64])=[O:62].[NH4+].[Cl-]. (8) Given the product [CH3:1][C:2]1[C:7]([CH2:8][S:9]([C:10]2[NH:18][C:17]3[C:16]([S:27]([C:30]4[CH:31]=[C:32]([CH:48]=[CH:49][CH:50]=4)[C:33]([O:35][CH2:36][CH2:37][S:38]([C:41]4[CH:42]=[CH:43][C:44]([CH3:47])=[CH:45][CH:46]=4)(=[O:40])=[O:39])=[O:34])(=[O:28])=[O:29])=[CH:15][CH:14]=[CH:13][C:12]=3[N:11]=2)=[O:19])=[N:6][CH:5]=[CH:4][C:3]=1[O:20][CH2:21][C:22]([F:25])([F:23])[F:24], predict the reactants needed to synthesize it. The reactants are: [CH3:1][C:2]1[C:3]([O:20][CH2:21][C:22]([F:25])([F:24])[F:23])=[CH:4][CH:5]=[N:6][C:7]=1[CH2:8][S+:9]([O-:19])[C:10]1[NH:11][C:12]2[CH:13]=[CH:14][CH:15]=[CH:16][C:17]=2[N:18]=1.Cl[S:27]([C:30]1[CH:31]=[C:32]([CH:48]=[CH:49][CH:50]=1)[C:33]([O:35][CH2:36][CH2:37][S:38]([C:41]1[CH:46]=[CH:45][C:44]([CH3:47])=[CH:43][CH:42]=1)(=[O:40])=[O:39])=[O:34])(=[O:29])=[O:28].C(N(CC)CC)C. (9) Given the product [Cl:17][C:15]1[CH:14]=[CH:13][C:9]([C:10]([NH2:12])=[O:11])=[C:8]([O:4][CH:2]([CH3:3])[CH3:1])[N:16]=1, predict the reactants needed to synthesize it. The reactants are: [CH3:1][CH:2]([OH:4])[CH3:3].[H-].[Na+].Cl[C:8]1[N:16]=[C:15]([Cl:17])[CH:14]=[CH:13][C:9]=1[C:10]([NH2:12])=[O:11]. (10) Given the product [C:1]([C:5]1[C:6](=[O:21])[N:7]([CH2:15][C:16]([OH:18])=[O:17])[C:8]2[C:13]([CH:14]=1)=[CH:12][CH:11]=[C:10]([O:25][CH3:26])[CH:9]=2)([CH3:2])([CH3:3])[CH3:4], predict the reactants needed to synthesize it. The reactants are: [C:1]([C:5]1[C:6](=[O:21])[N:7]([CH2:15][C:16]([O:18]CC)=[O:17])[C:8]2[C:13]([CH:14]=1)=[CH:12][CH:11]=[CH:10][CH:9]=2)([CH3:4])([CH3:3])[CH3:2].O.[OH-].[Li+].[O:25]1CCOC[CH2:26]1.